From a dataset of CYP1A2 inhibition data for predicting drug metabolism from PubChem BioAssay. Regression/Classification. Given a drug SMILES string, predict its absorption, distribution, metabolism, or excretion properties. Task type varies by dataset: regression for continuous measurements (e.g., permeability, clearance, half-life) or binary classification for categorical outcomes (e.g., BBB penetration, CYP inhibition). Dataset: cyp1a2_veith. (1) The drug is COC(=O)C(Cc1ccc(OC(=O)c2ccc(C(F)(F)F)cc2)cc1)N1Cc2ccccc2C1=O. The result is 0 (non-inhibitor). (2) The molecule is Cc1cccc(C)c1NC(=O)C[N+](C)(C)C. The result is 0 (non-inhibitor). (3) The result is 0 (non-inhibitor). The molecule is Cc1ccc(C2CC(=O)c3cnc(N4CCc5ccccc5C4)nc3C2)cc1. (4) The drug is CN(C)c1ncc2nc(-c3ccc(F)cc3)c(=O)n(C[C@H]3CCCO3)c2n1. The result is 1 (inhibitor). (5) The drug is Nc1nc(N)c2[nH]c(CNc3ccc(C(=O)O)cc3)nc2n1. The result is 0 (non-inhibitor). (6) The compound is COCC(=O)N1CCC2(CC1)CN(C(=O)Nc1ccc(OC)cc1)C2. The result is 0 (non-inhibitor). (7) The drug is O=C1OC(c2ccc(O)c(-c3ccccc3)c2)(c2ccc(O)c(-c3ccccc3)c2)c2c(Cl)c(Cl)c(Cl)c(Cl)c21. The result is 0 (non-inhibitor). (8) The result is 0 (non-inhibitor). The molecule is O=C(NCCF)[C@H]1C[C@@H]1[C@H](NP(=O)(c1ccccc1)c1ccccc1)c1ccccc1.